This data is from Catalyst prediction with 721,799 reactions and 888 catalyst types from USPTO. The task is: Predict which catalyst facilitates the given reaction. (1) Reactant: [Cl:1][C:2]1[CH:3]=[C:4]([C:9]2([CH3:15])[CH2:13][CH2:12][O:11][C:10]2=[O:14])[CH:5]=[CH:6][C:7]=1[Cl:8].[BrH:16].S(Cl)(Cl)=O.[CH3:21]O. Product: [CH3:21][O:11][C:10](=[O:14])[C:9]([C:4]1[CH:5]=[CH:6][C:7]([Cl:8])=[C:2]([Cl:1])[CH:3]=1)([CH3:15])[CH2:13][CH2:12][Br:16]. The catalyst class is: 15. (2) Reactant: [Cl:1][C:2]1[N:3]=[C:4]([N:13]2[CH2:18][CH2:17][O:16][CH2:15][CH2:14]2)[C:5]2[N:10]=[C:9]([CH:11]=O)[S:8][C:6]=2[N:7]=1.Cl.[CH3:20][S:21]([N:24]1[CH2:29][CH2:28][NH:27][CH2:26][CH2:25]1)(=[O:23])=[O:22].C([O-])(=O)C.[Na+].COC(OC)OC.C(O[BH-](OC(=O)C)OC(=O)C)(=O)C.[Na+]. Product: [Cl:1][C:2]1[N:3]=[C:4]([N:13]2[CH2:18][CH2:17][O:16][CH2:15][CH2:14]2)[C:5]2[N:10]=[C:9]([CH2:11][N:27]3[CH2:28][CH2:29][N:24]([S:21]([CH3:20])(=[O:23])=[O:22])[CH2:25][CH2:26]3)[S:8][C:6]=2[N:7]=1. The catalyst class is: 68.